The task is: Predict the reaction yield, written as a fraction of the theoretical maximum amount of product (1.0 means a 100% yield; for example, 0.34 means a 34% yield).. This data is from Reaction yield outcomes from USPTO patents with 853,638 reactions. The reactants are [C:1]1([C:7]2[N:11]([S:12]([C:15]3[S:16][CH:17]=[CH:18][CH:19]=3)(=[O:14])=[O:13])[CH:10]=[C:9]([C:20](OCC)=[O:21])[CH:8]=2)[CH:6]=[CH:5][CH:4]=[CH:3][CH:2]=1.[H-].C([Al+]CC(C)C)C(C)C.Cl. The catalyst is O1CCCC1.C1(C)C=CC=CC=1. The product is [C:1]1([C:7]2[N:11]([S:12]([C:15]3[S:16][CH:17]=[CH:18][CH:19]=3)(=[O:14])=[O:13])[CH:10]=[C:9]([CH2:20][OH:21])[CH:8]=2)[CH:2]=[CH:3][CH:4]=[CH:5][CH:6]=1. The yield is 0.840.